This data is from Reaction yield outcomes from USPTO patents with 853,638 reactions. The task is: Predict the reaction yield, written as a fraction of the theoretical maximum amount of product (1.0 means a 100% yield; for example, 0.34 means a 34% yield). (1) The reactants are [Br:1]N1C(=O)CCC1=O.C1(P(C2C=CC=CC=2)C2C=CC=CC=2)C=CC=CC=1.[F:28][C:29]1[CH:30]=[C:31]([CH2:35][O:36][CH2:37][CH2:38]O)[CH:32]=[CH:33][CH:34]=1. The catalyst is C(Cl)Cl.[Al]. The product is [Br:1][CH2:38][CH2:37][O:36][CH2:35][C:31]1[CH:32]=[CH:33][CH:34]=[C:29]([F:28])[CH:30]=1. The yield is 0.780. (2) The reactants are O[C:2]1[C:3]2[C:4]3[CH2:5][CH:6]([CH2:15][C:16]([O:18][CH2:19][CH3:20])=[O:17])[CH2:7][CH2:8][C:9]=3[S:10][C:11]=2[N:12]=[CH:13][N:14]=1.O=P(Cl)(Cl)[Cl:23]. No catalyst specified. The product is [Cl:23][C:2]1[C:3]2[C:4]3[CH2:5][CH:6]([CH2:15][C:16]([O:18][CH2:19][CH3:20])=[O:17])[CH2:7][CH2:8][C:9]=3[S:10][C:11]=2[N:12]=[CH:13][N:14]=1. The yield is 0.620.